Dataset: Catalyst prediction with 721,799 reactions and 888 catalyst types from USPTO. Task: Predict which catalyst facilitates the given reaction. (1) Reactant: [NH2:1][C:2]1[CH:3]=[C:4]([NH:8][C:9](=[O:13])[CH2:10][CH2:11][CH3:12])[CH:5]=[CH:6][CH:7]=1.[Cl:14][C:15]1[CH:16]=[C:17]([CH:21]=[CH:22][CH:23]=1)[C:18](O)=[O:19].C1C=CC2N(O)N=NC=2C=1.C(Cl)Cl. Product: [C:9]([NH:8][C:4]1[CH:3]=[C:2]([NH:1][C:18](=[O:19])[C:17]2[CH:21]=[CH:22][CH:23]=[C:15]([Cl:14])[CH:16]=2)[CH:7]=[CH:6][CH:5]=1)(=[O:13])[CH2:10][CH2:11][CH3:12]. The catalyst class is: 496. (2) Reactant: [NH:1]1[C:9]2[C:4](=[CH:5][C:6]([C:10]([OH:12])=O)=[CH:7][CH:8]=2)[CH:3]=[N:2]1.Cl.[CH3:14][NH:15][O:16][CH3:17].C1C=CC2N(O)N=NC=2C=1.CCN=C=NCCCN(C)C.CCN(CC)CC. The catalyst class is: 2. Product: [CH3:17][O:16][N:15]([CH3:14])[C:10]([C:6]1[CH:5]=[C:4]2[C:9](=[CH:8][CH:7]=1)[NH:1][N:2]=[CH:3]2)=[O:12]. (3) Reactant: [I:1][C:2]1[CH:3]=[C:4]([C:8]2(O)[CH2:11][O:10][CH2:9]2)[CH:5]=[CH:6][CH:7]=1.COCCN(S(F)(F)[F:23])CCOC.[NH4+].[Cl-]. Product: [F:23][C:8]1([C:4]2[CH:5]=[CH:6][CH:7]=[C:2]([I:1])[CH:3]=2)[CH2:11][O:10][CH2:9]1. The catalyst class is: 2. (4) Reactant: C([Li])CCC.C(NC(C)C)(C)C.[F:13][C:14]1[CH:15]=[CH:16][C:17]([O:20][CH3:21])=[N:18][CH:19]=1.[CH:22]1([CH:25]=[O:26])[CH2:24][CH2:23]1.[Cl-].[NH4+]. Product: [CH:22]1([CH:25]([C:15]2[C:14]([F:13])=[CH:19][N:18]=[C:17]([O:20][CH3:21])[CH:16]=2)[OH:26])[CH2:24][CH2:23]1. The catalyst class is: 323. (5) Reactant: Br[CH2:2][CH2:3][CH2:4][O:5][C:6](=[O:28])[C:7]([C:10]1[CH:19]=[C:18]2[C:13]([C@@H:14]3[CH2:25][C:24]([CH3:26])=[CH:23][CH2:22][C@H:15]3[C:16]([CH3:21])([CH3:20])[O:17]2)=[C:12]([OH:27])[CH:11]=1)([CH3:9])[CH3:8].[N-:29]=[N+:30]=[N-:31].C([N+](CCCC)(CCCC)CCCC)CCC. Product: [N:29]([CH2:2][CH2:3][CH2:4][O:5][C:6](=[O:28])[C:7]([C:10]1[CH:19]=[C:18]2[C:13]([C@@H:14]3[CH2:25][C:24]([CH3:26])=[CH:23][CH2:22][C@H:15]3[C:16]([CH3:21])([CH3:20])[O:17]2)=[C:12]([OH:27])[CH:11]=1)([CH3:9])[CH3:8])=[N+:30]=[N-:31]. The catalyst class is: 4.